From a dataset of Catalyst prediction with 721,799 reactions and 888 catalyst types from USPTO. Predict which catalyst facilitates the given reaction. (1) Reactant: [CH3:1][C:2]1([CH3:16])[CH2:6][CH2:5][CH2:4][C:3]1=[N:7][NH:8][C:9]([O:11][C:12]([CH3:15])([CH3:14])[CH3:13])=[O:10].C(O)(=O)C.C([BH3-])#N.[Na+].Cl[O-].[Na+]. Product: [CH3:1][C:2]1([CH3:16])[CH2:6][CH2:5][CH2:4][CH:3]1[NH:7][NH:8][C:9]([O:11][C:12]([CH3:15])([CH3:14])[CH3:13])=[O:10]. The catalyst class is: 1. (2) Reactant: [F:1][C:2]1[CH:7]=[C:6]([O:8][CH3:9])[CH:5]=[CH:4][C:3]=1[CH:10]([CH3:12])[CH3:11].C1C(=O)N([Br:20])C(=O)C1.[O-]S([O-])=O.[Na+].[Na+]. Product: [Br:20][C:5]1[CH:4]=[C:3]([CH:10]([CH3:12])[CH3:11])[C:2]([F:1])=[CH:7][C:6]=1[O:8][CH3:9]. The catalyst class is: 10.